Dataset: Full USPTO retrosynthesis dataset with 1.9M reactions from patents (1976-2016). Task: Predict the reactants needed to synthesize the given product. The reactants are: C[O:2][C:3]1[CH:4]=[C:5]2[C:10](=[CH:11][CH:12]=1)[CH:9]=[C:8]([C:13]1[O:14][C:15]3[CH:26]=[CH:25][CH:24]=[CH:23][C:16]=3[C:17]=1[CH2:18][CH2:19][CH2:20][CH2:21][CH3:22])[CH:7]=[CH:6]2.B(Br)(Br)Br. Given the product [CH2:18]([C:17]1[C:16]2[CH:23]=[CH:24][CH:25]=[CH:26][C:15]=2[O:14][C:13]=1[C:8]1[CH:9]=[C:10]2[C:5](=[CH:6][CH:7]=1)[CH:4]=[C:3]([OH:2])[CH:12]=[CH:11]2)[CH2:19][CH2:20][CH2:21][CH3:22], predict the reactants needed to synthesize it.